Dataset: Forward reaction prediction with 1.9M reactions from USPTO patents (1976-2016). Task: Predict the product of the given reaction. (1) Given the reactants [N:1]1([C:7]2[CH:15]=[CH:14][C:10]([C:11]([OH:13])=O)=[CH:9][N:8]=2)[CH2:6][CH2:5][O:4][CH2:3][CH2:2]1.C1N=CN(C(N2C=NC=C2)=O)C=1.[CH3:28][N:29]1[CH2:34][CH2:33][N:32]([CH:35]2[C:44]3[CH:43]=[C:42]([NH2:45])[CH:41]=[CH:40][C:39]=3[CH2:38][CH2:37][CH2:36]2)[CH2:31][CH2:30]1, predict the reaction product. The product is: [CH3:28][N:29]1[CH2:34][CH2:33][N:32]([CH:35]2[C:44]3[CH:43]=[C:42]([NH:45][C:11](=[O:13])[C:10]4[CH:14]=[CH:15][C:7]([N:1]5[CH2:2][CH2:3][O:4][CH2:5][CH2:6]5)=[N:8][CH:9]=4)[CH:41]=[CH:40][C:39]=3[CH2:38][CH2:37][CH2:36]2)[CH2:31][CH2:30]1. (2) Given the reactants [CH3:1][O:2][C:3]1[CH:4]=[C:5]2[C:11]([C:12]([O:14][CH3:15])=[O:13])=[N:10][NH:9][C:6]2=[CH:7][N:8]=1.[I:16][C:17]1[CH:18]=[C:19](B(O)O)[CH:20]=[CH:21][CH:22]=1, predict the reaction product. The product is: [I:16][C:17]1[CH:22]=[C:21]([N:9]2[C:6]3=[CH:7][N:8]=[C:3]([O:2][CH3:1])[CH:4]=[C:5]3[C:11]([C:12]([O:14][CH3:15])=[O:13])=[N:10]2)[CH:20]=[CH:19][CH:18]=1. (3) Given the reactants C([N:4]1[CH:9]=[CH:8][N:7]=[CH:6][CH2:5]1)(=O)C.[NH:10]([CH2:14][CH2:15][OH:16])[CH2:11][CH2:12][OH:13].[CH2:17]=O.O1[CH2:24][CH2:23][O:22]CC1, predict the reaction product. The product is: [CH:5]1[N:4]=[CH:9][C:8]([C:23]([CH2:24][CH2:17][N:10]([CH2:14][CH2:15][OH:16])[CH2:11][CH2:12][OH:13])=[O:22])=[N:7][CH:6]=1. (4) Given the reactants [H-].[Na+].[I:3][C:4]1[CH:11]=[CH:10][CH:9]=[CH:8][C:5]=1[CH2:6][OH:7].[CH2:12](Br)[CH:13]=[CH2:14], predict the reaction product. The product is: [CH2:14]([O:7][CH2:6][C:5]1[CH:8]=[CH:9][CH:10]=[CH:11][C:4]=1[I:3])[CH:13]=[CH2:12]. (5) Given the reactants [NH2:1][C:2]1[CH:3]=[C:4]([C:9](=[O:11])[CH3:10])[CH:5]=[CH:6][C:7]=1[F:8].[BH4-].[Na+], predict the reaction product. The product is: [NH2:1][C:2]1[CH:3]=[C:4]([CH:9]([OH:11])[CH3:10])[CH:5]=[CH:6][C:7]=1[F:8]. (6) Given the reactants [CH:1]1([C:4]2[C:5]([C:20]3[CH:21]=[CH:22][C:23]4[O:28][CH2:27][CH2:26][CH2:25][C:24]=4[CH:29]=3)=[C:6]([CH:11]([O:16][CH:17]3[CH2:19][CH2:18]3)[C:12]([O:14]C)=[O:13])[C:7]([CH3:10])=[CH:8][CH:9]=2)[CH2:3][CH2:2]1.[OH-].[Na+].O, predict the reaction product. The product is: [CH:1]1([C:4]2[C:5]([C:20]3[CH:21]=[CH:22][C:23]4[O:28][CH2:27][CH2:26][CH2:25][C:24]=4[CH:29]=3)=[C:6]([CH:11]([O:16][CH:17]3[CH2:18][CH2:19]3)[C:12]([OH:14])=[O:13])[C:7]([CH3:10])=[CH:8][CH:9]=2)[CH2:3][CH2:2]1. (7) Given the reactants [CH3:1][N:2]([CH:4]([C:13]1[CH:18]=[CH:17][CH:16]=[C:15]([F:19])[CH:14]=1)[CH:5]1[CH2:10][CH2:9][CH:8]([CH:11]=O)[CH2:7][CH2:6]1)[CH3:3].C1C[O:23][CH2:22]C1.Cl, predict the reaction product. The product is: [CH3:1][N:2]([CH:4]([C:13]1[CH:18]=[CH:17][CH:16]=[C:15]([F:19])[CH:14]=1)[CH:5]1[CH2:10][CH2:9][CH:8]([CH2:11][CH:22]=[O:23])[CH2:7][CH2:6]1)[CH3:3]. (8) Given the reactants Br[C:2]1[C:3]([F:27])=[CH:4][C:5]2[O:11][CH2:10][CH2:9][N:8]3[C:12]([C:18]4[NH:22][N:21]=[C:20]([CH:23]5[CH2:25][CH2:24]5)[N:19]=4)=[C:13]([C:15]([NH2:17])=[O:16])[N:14]=[C:7]3[C:6]=2[CH:26]=1.[CH3:28][O:29][CH2:30][C:31]([CH3:35])([OH:34])[C:32]#[CH:33].C(NC(C)C)(C)C, predict the reaction product. The product is: [CH:23]1([C:20]2[N:19]=[C:18]([C:12]3[N:8]4[CH2:9][CH2:10][O:11][C:5]5[CH:4]=[C:3]([F:27])[C:2]([C:33]#[C:32][C:31]([OH:34])([CH3:35])[CH2:30][O:29][CH3:28])=[CH:26][C:6]=5[C:7]4=[N:14][C:13]=3[C:15]([NH2:17])=[O:16])[NH:22][N:21]=2)[CH2:25][CH2:24]1. (9) Given the reactants [CH2:1]([N:8]1[C:13](=[O:14])[C:12]2=[C:15]([Cl:18])[CH:16]=[CH:17][N:11]2[N:10]=[C:9]1[CH:19]=[O:20])[C:2]1[CH:7]=[CH:6][CH:5]=[CH:4][CH:3]=1.[CH:21]([Mg]Br)=[CH2:22], predict the reaction product. The product is: [CH2:1]([N:8]1[C:13](=[O:14])[C:12]2=[C:15]([Cl:18])[CH:16]=[CH:17][N:11]2[N:10]=[C:9]1[CH:19]([OH:20])[CH:21]=[CH2:22])[C:2]1[CH:7]=[CH:6][CH:5]=[CH:4][CH:3]=1. (10) The product is: [CH3:20][O:19][C:15]1[CH:14]=[C:13]([C@H:12]2[O:11][C:10](=[O:21])[NH:9][C@@H:8]2[C:4]2[CH:5]=[CH:6][CH:7]=[C:2]([C:49]#[C:48][C:50]3[CH:55]=[CH:54][CH:53]=[CH:52][CH:51]=3)[CH:3]=2)[CH:18]=[CH:17][CH:16]=1. Given the reactants Br[C:2]1[CH:3]=[C:4]([C@@H:8]2[C@@H:12]([C:13]3[CH:18]=[CH:17][CH:16]=[C:15]([O:19][CH3:20])[CH:14]=3)[O:11][C:10](=[O:21])[NH:9]2)[CH:5]=[CH:6][CH:7]=1.C(N(CC)CC)C.C1(P(C2C=CC=CC=2)C2C=CC=CC=2)C=CC=CC=1.[C:48]([C:50]1[CH:55]=[CH:54][CH:53]=[CH:52][CH:51]=1)#[CH:49], predict the reaction product.